From a dataset of Forward reaction prediction with 1.9M reactions from USPTO patents (1976-2016). Predict the product of the given reaction. (1) Given the reactants [N:1]([CH2:4][C@H:5]1[O:13][C@H:12]2[C@H:8]([N:9]=[C:10]([NH:14][CH2:15][CH3:16])[S:11]2)[C@@H:7]([OH:17])[C@@H:6]1[OH:18])=[N+:2]=[N-:3].C(O)C.CC(O)(C)C.[C:27]1([C:33]([OH:37])([C:35]#[CH:36])[CH3:34])[CH:32]=[CH:31][CH:30]=[CH:29][CH:28]=1, predict the reaction product. The product is: [CH2:15]([NH:14][C:10]1[S:11][CH:12]2[O:13][CH:5]([CH2:4][N:1]3[CH:36]=[C:35]([C:33]([OH:37])([C:27]4[CH:32]=[CH:31][CH:30]=[CH:29][CH:28]=4)[CH3:34])[N:3]=[N:2]3)[CH:6]([OH:18])[CH:7]([OH:17])[CH:8]2[N:9]=1)[CH3:16]. (2) Given the reactants [Cl-].[Ce+3].[Cl-].[Cl-].[BH4-:5].[Na+].[C:7]1([CH3:22])[CH:12]=[CH:11][CH:10]=[C:9]([PH:13](=O)[C:14]2[CH:15]=[C:16]([CH3:20])[CH:17]=[CH:18][CH:19]=2)[CH:8]=1.[H-].[Al+3].[Li+].[H-].[H-].[H-].Cl, predict the reaction product. The product is: [C:16]1([CH3:20])[CH:17]=[CH:18][CH:19]=[C:14]([PH:13][C:9]2[CH:8]=[C:7]([CH3:22])[CH:12]=[CH:11][CH:10]=2)[CH:15]=1.[BH3:5].